Predict the product of the given reaction. From a dataset of Forward reaction prediction with 1.9M reactions from USPTO patents (1976-2016). Given the reactants [CH3:1][C:2]1[C:7]([CH2:8][S@:9]([C:11]2[NH:19][C:18]3[C:13](=[CH:14][CH:15]=[CH:16][CH:17]=3)[N:12]=2)=[O:10])=[N:6][CH:5]=[CH:4][C:3]=1[O:20][CH2:21][C:22]([F:25])([F:24])[F:23].C(OC(C)C)(C)C, predict the reaction product. The product is: [CH3:1][C:2]1[C:3]([O:20][CH2:21][C:22]([F:25])([F:23])[F:24])=[CH:4][CH:5]=[N:6][C:7]=1[CH2:8][S+:9]([O-:10])[C:11]1[NH:19][C:18]2[CH:17]=[CH:16][CH:15]=[CH:14][C:13]=2[N:12]=1.